This data is from Reaction yield outcomes from USPTO patents with 853,638 reactions. The task is: Predict the reaction yield, written as a fraction of the theoretical maximum amount of product (1.0 means a 100% yield; for example, 0.34 means a 34% yield). (1) The catalyst is CN(C=O)C. The reactants are [F:1][C:2]([F:14])([F:13])[O:3][C:4]1[CH:12]=[CH:11][C:7]([C:8]([OH:10])=O)=[CH:6][CH:5]=1.CN(C(ON1N=NC2C=CC=NC1=2)=[N+](C)C)C.F[P-](F)(F)(F)(F)F.CCN(C(C)C)C(C)C.[NH2:48][C:49]([C:65]#[N:66])([CH3:64])[CH2:50][O:51][C:52]1[CH:53]=[CH:54][C:55]2[CH2:59][O:58][B:57]([OH:60])[C:56]=2[C:61]=1[C:62]#[N:63]. The yield is 0.220. The product is [C:65]([C:49]([NH:48][C:8](=[O:10])[C:7]1[CH:6]=[CH:5][C:4]([O:3][C:2]([F:1])([F:14])[F:13])=[CH:12][CH:11]=1)([CH3:64])[CH2:50][O:51][C:52]1[CH:53]=[CH:54][C:55]2[CH2:59][O:58][B:57]([OH:60])[C:56]=2[C:61]=1[C:62]#[N:63])#[N:66]. (2) The product is [F:1][C:2]([F:40])([CH2:6][NH:7][C:8]([NH:10][C@@:11]([C:26]1[CH:31]=[C:30]([O:32][C:33]([F:37])([F:38])[CH:34]([F:35])[F:36])[CH:29]=[C:28]([F:39])[CH:27]=1)([C:19]1[CH:20]=[CH:21][C:22]([F:25])=[CH:23][CH:24]=1)[CH2:12][C:13]1[CH:18]=[CH:17][CH:16]=[CH:15][CH:14]=1)=[O:9])[C:3]([NH2:49])=[O:5]. The reactants are [F:1][C:2]([F:40])([CH2:6][NH:7][C:8]([NH:10][C@@:11]([C:26]1[CH:31]=[C:30]([O:32][C:33]([F:38])([F:37])[CH:34]([F:36])[F:35])[CH:29]=[C:28]([F:39])[CH:27]=1)([C:19]1[CH:24]=[CH:23][C:22]([F:25])=[CH:21][CH:20]=1)[CH2:12][C:13]1[CH:18]=[CH:17][CH:16]=[CH:15][CH:14]=1)=[O:9])[C:3]([OH:5])=O.C(Cl)(=O)OCC.CC[N:49](CC)CC.N. The yield is 0.210. The catalyst is C(Cl)Cl.